This data is from Catalyst prediction with 721,799 reactions and 888 catalyst types from USPTO. The task is: Predict which catalyst facilitates the given reaction. (1) Reactant: [C:1]([NH:4][NH:5][C:6]([C:8]1[CH:35]=[C:11]2[CH2:12][N:13]([C:17]([O:19][CH2:20][C:21]3[CH:26]=[C:25]([C:27]([F:30])([F:29])[F:28])[CH:24]=[C:23]([C:31]([F:34])([F:33])[F:32])[CH:22]=3)=[O:18])[CH2:14][CH2:15][CH2:16][N:10]2[N:9]=1)=O)(=[O:3])[CH3:2]. Product: [CH3:2][C:1]1[O:3][C:6]([C:8]2[CH:35]=[C:11]3[CH2:12][N:13]([C:17]([O:19][CH2:20][C:21]4[CH:26]=[C:25]([C:27]([F:28])([F:30])[F:29])[CH:24]=[C:23]([C:31]([F:32])([F:34])[F:33])[CH:22]=4)=[O:18])[CH2:14][CH2:15][CH2:16][N:10]3[N:9]=2)=[N:5][N:4]=1. The catalyst class is: 265. (2) Reactant: [CH3:1][CH:2]([CH3:17])[C@@H:3]([NH:6][C:7]1[CH:12]=[CH:11][C:10]([C:13]([F:16])([F:15])[F:14])=[CH:9][CH:8]=1)[CH2:4][NH2:5].[C:18]1([CH2:24][C:25]([OH:27])=[O:26])[CH:23]=[CH:22][CH:21]=[CH:20][CH:19]=1.Cl.C(N=C=NCCCN(C)C)C.[OH2:40].ON1C2C=CC=CC=2N=N1.C(N(CC)CC)C. Product: [F:14][C:13]([F:16])([F:15])[C:10]([OH:26])=[O:40].[CH3:1][CH:2]([CH3:17])[C@@H:3]([NH:6][C:7]1[CH:12]=[CH:11][C:10]([C:13]([F:14])([F:15])[F:16])=[CH:9][CH:8]=1)[CH2:4][NH:5][C:25](=[O:27])[CH2:24][C:18]1[CH:19]=[CH:20][CH:21]=[CH:22][CH:23]=1. The catalyst class is: 2. (3) Reactant: [C:1]1([SH:7])[CH:6]=[CH:5][CH:4]=[CH:3][CH:2]=1.[Br:8][C:9]1[C:22]2[C:13](=[N:14][C:15]3[C:20]([C:21]=2Cl)=[CH:19][CH:18]=[C:17]([O:24][CH3:25])[CH:16]=3)[CH:12]=[CH:11][C:10]=1[O:26][CH3:27].[H-].[Na+]. Product: [Br:8][C:9]1[C:22]2[C:13](=[N:14][C:15]3[C:20]([C:21]=2[S:7][C:1]2[CH:6]=[CH:5][CH:4]=[CH:3][CH:2]=2)=[CH:19][CH:18]=[C:17]([O:24][CH3:25])[CH:16]=3)[CH:12]=[CH:11][C:10]=1[O:26][CH3:27]. The catalyst class is: 3.